This data is from Peptide-MHC class I binding affinity with 185,985 pairs from IEDB/IMGT. The task is: Regression. Given a peptide amino acid sequence and an MHC pseudo amino acid sequence, predict their binding affinity value. This is MHC class I binding data. The peptide sequence is LTRNPAWRK. The MHC is HLA-A31:01 with pseudo-sequence HLA-A31:01. The binding affinity (normalized) is 0.212.